Dataset: Full USPTO retrosynthesis dataset with 1.9M reactions from patents (1976-2016). Task: Predict the reactants needed to synthesize the given product. Given the product [Br:17][C:16]1[C:8]([C:5]2[CH:6]=[CH:7][C:2]([F:1])=[CH:3][CH:4]=2)=[N:9][N:10]2[CH:15]=[CH:14][CH:13]=[N:12][C:11]=12, predict the reactants needed to synthesize it. The reactants are: [F:1][C:2]1[CH:7]=[CH:6][C:5]([C:8]2[CH:16]=[C:11]3[N:12]=[CH:13][CH:14]=[CH:15][N:10]3[N:9]=2)=[CH:4][CH:3]=1.[Br:17]N1C(=O)CCC1=O.O.